Dataset: Human Reference Interactome with 51,813 positive PPI pairs across 8,248 proteins, plus equal number of experimentally-validated negative pairs. Task: Binary Classification. Given two protein amino acid sequences, predict whether they physically interact or not. (1) Protein 1 (ENSG00000175928) has sequence MARMSFVIAACQLVLGLLMTSLTESSIQNSECPQLCVCEIRPWFTPQSTYREATTVDCNDLRLTRIPSNLSSDTQVLLLQSNNIAKTVDELQQLFNLTELDFSQNNFTNIKEVGLANLTQLTTLHLEENQITEMTDYCLQDLSNLQELYINHNQISTISAHAFAGLKNLLRLHLNSNKLKVIDSRWFDSTPNLEILMIGENPVIGILDMNFKPLANLRSLVLAGMYLTDIPGNALVGLDSLESLSFYDNKLVKVPQLALQKVPNLKFLDLNKNPIHKIQEGDFKNMLRLKELGINNMGEL.... Protein 2 (ENSG00000111802) has sequence MATWKSPCFLYCLFILGPRLTGQNNSVDLTNEETTDSTTSKISPSEDTQQENGSMFSLITWNIDGLDLNNLSERARGVCSYLALYSPDVIFLQEVIPPYYSYLKKRSSNYEIITGHEEGYFTAIMLKKSRVKLKSQEIIPFPSTKMMRNLLCVHVNVSGNELCLMTSHLESTRGHAAERMNQLKMVLKKMQEAPESATVIFAGDTNLRDREVTRCGGLPNNIVDVWEFLGKPKHCQYTWDTQMNSNLGITAACKLRFDRIFFRAAAEEGHIIPRSLDLLGLEKLDCGRFPSDHWGLLCNL.... Result: 0 (the proteins do not interact). (2) Protein 1 (ENSG00000164398) has sequence MLTFFLVSGGSLWLFVEFVLSLLEKMQTQEILRILRLPELGDLGQFFRSLSATTLVSMGALAAILAYWFTHRPKALQPPCNLLMQSEEVEDSGGARRSVIGSGPQLLTHYYDDARTMYQVFRRGLSISGNGPCLGFRKPKQPYQWLSYQEVADRAEFLGSGLLQHNCKACTDQFIGVFAQNRPEWIIVELACYTYSMVVVPLYDTLGPGAIRYIINTADISTVIVDKPQKAVLLLEHVERKETPGLKLIILMDPFEEALKERGQKCGVVIKSMQAVEHFLLSGLWPRESPGSCGNPKGAM.... Protein 2 (ENSG00000164867) has sequence MGNLKSVAQEPGPPCGLGLGLGLGLCGKQGPATPAPEPSRAPASLLPPAPEHSPPSSPLTQPPEGPKFPRVKNWEVGSITYDTLSAQAQQDGPCTPRRCLGSLVFPRKLQGRPSPGPPAPEQLLSQARDFINQYYSSIKRSGSQAHEQRLQEVEAEVAATGTYQLRESELVFGAKQAWRNAPRCVGRIQWGKLQVFDARDCRSAQEMFTYICNHIKYATNRGNLRSAITVFPQRCPGRGDFRIWNSQLVRYAGYRQQDGSVRGDPANVEITELCIQHGWTPGNGRFDVLPLLLQAPDDPP.... Result: 0 (the proteins do not interact). (3) Protein 1 (ENSG00000000005) has sequence MAKNPPENCEDCHILNAEAFKSKKICKSLKICGLVFGILALTLIVLFWGSKHFWPEVPKKAYDMEHTFYSNGEKKKIYMEIDPVTRTEIFRSGNGTDETLEVHDFKNGYTGIYFVGLQKCFIKTQIKVIPEFSEPEEEIDENEEITTTFFEQSVIWVPAEKPIENRDFLKNSKILEICDNVTMYWINPTLISVSELQDFEEEGEDLHFPANEKKGIEQNEQWVVPQVKVEKTRHARQASEEELPINDYTENGIEFDPMLDERGYCCIYCRRGNRYCRRVCEPLLGYYPYPYCYQGGRVIC.... Protein 2 (ENSG00000174792) has sequence MARRHCFSYWLLVCWLVVTVAEGQEEVFTPPGDSQNNADATDCQIFTLTPPPAPRSPVTRAQPITKTPRCPFHFFPRRPRIHFRFPNRPFVPSRCNHRFPFQPFYWPHRYLTYRYFPRRRLQRGSSSEES*MARRHCFSYWLLVCWLVVTVAEALSTFYLQQHINLHMDKKRYLRLLEIHKIMRTLPTARSLHSPLHLPRGVRSQGPSPSQRHPGVPSIFFHEGPESILGFQTDLSSLQGVTTVFHSSHFIGHTVTLLIGISPEEDSREEAHLRKAEREEKPKHTEAKKSLSFRKKQQKD.... Result: 0 (the proteins do not interact). (4) Protein 1 (ENSG00000166183) has sequence XPASRNQRILYTVLECQPLFDSSDMTIAEWVCLAQTIKRHYEQYHGFVVIHGTDTMAFAASMLSFMLENLQKTVILTGAQVPIHALWSDGRENLLGALLMAGQYVIPELLTKDLRGEMTPPSVEERAAARGGHTEAVTMLLQRGVDVNTRDTDGFSPLLLAVRGRHPGVIGLLREAGASLSTQELEEAGTELCRLAYRADLEGLQVWWQAGADLGQPGYDGHSALHVAEAAGNLAVVAFLQSLEGAVGAQAPCPEPSCFQEVLPGV*MARAVGPERRLLAVYTGGTIGMRSELGVLVPGT.... Protein 2 (ENSG00000188011) has sequence MDRAGADMWASTFTLAMAERKPQDVWVLLPEHSLVPGCLDGGGVQYLLVGLSRLQCGHCPGTWDSAHVHVLFHLWWDRASHRGLVKMRIWGQRCRLCPAPGDCQVRPPGEQPFLSRLVLHILQDCYGDGPGPARHPREAYEGCCEACELGVCFLQKAPDPAWSANATKGNFPATAWGGTGTVSRGKPLSTPGDDLGKGGVVIAIPFSLVGTSNDQVPIAEGPAPPAGASLPVTGSCEALVIGQGSIFLSGDSVAMPGGKGFPVAIGDPLFHGPGLLGSSIQTFELKGFLFKGRGSLCSPV.... Result: 1 (the proteins interact). (5) Protein 1 (ENSG00000113643) has sequence MDVLVSECSARLLQQEEEIKSLTAEIDRLKNCGCLGASPNLEQLQEENLKLKYRLNILRKSLQAERNKPTKNMINIISRLQEVFGHAIKAAYPDLENPPLLVTPSQQAKFGDYQCNSAMGISQMLKTKEQKVNPREIAENITKHLPDNECIEKVEIAGPGFINVHLRKDFVSEQLTSLLVNGVQLPALGENKKVIVDFSSPNIAKEMHVGHLRSTIIGESISRLFEFAGYDVLRLNHVGDWGTQFGMLIAHLQDKFPDYLTVSPPIGDLQVFYKESKKRFDTEEEFKKRAYQCVVLLQGK.... Protein 2 (ENSG00000197302) has sequence MGLLTFRDVAIEFSREEWEHLDSDQKLLYGDVMLENYGNLVSLGLAVSKPDLITFLEQRKEPWNVKSAETVAIQPDIFSHDTQGLLRKKLIEASFQKVILDGYGSCGPQNLNLRKEWESEGKIILW*MVNVPDIFSHDTQGLLRKKLIEASFQKVILDGYGSCGPQNLNLRKEWESEGKCEGHNGYYDGHTKCKTTTYNKNLTVTGGQKHEKTQFMSVAFSKPCVSVSKCQHQFLKLTFSFKGNLDNPNSDLVHVSNNHLNQLKYRTGVNVQSNISEKERFKNEEVISKYDQFDGSLLKV.... Result: 0 (the proteins do not interact).